This data is from Catalyst prediction with 721,799 reactions and 888 catalyst types from USPTO. The task is: Predict which catalyst facilitates the given reaction. (1) Reactant: [Br:1][C:2]1[C:3](=[O:16])[N:4]([C:10]2[CH:15]=[CH:14][CH:13]=[CH:12][CH:11]=2)[N:5]([CH3:9])[C:6]=1[CH2:7]Br.[C:17]([O:21][C:22]([N:24]1[CH2:29][CH2:28][C:27]([C:33]2[CH:38]=[CH:37][CH:36]=[CH:35][CH:34]=2)([C:30]([OH:32])=[O:31])[CH2:26][CH2:25]1)=[O:23])([CH3:20])([CH3:19])[CH3:18].C(N(C(C)C)CC)(C)C. Product: [C:17]([O:21][C:22]([N:24]1[CH2:29][CH2:28][C:27]([C:33]2[CH:38]=[CH:37][CH:36]=[CH:35][CH:34]=2)([C:30]([O:32][CH2:7][C:6]2[N:5]([CH3:9])[N:4]([C:10]3[CH:15]=[CH:14][CH:13]=[CH:12][CH:11]=3)[C:3](=[O:16])[C:2]=2[Br:1])=[O:31])[CH2:26][CH2:25]1)=[O:23])([CH3:20])([CH3:18])[CH3:19]. The catalyst class is: 10. (2) Reactant: O=[C:2]1[CH2:16][CH2:15][C:5]2([CH2:10][CH2:9][CH:8]([CH2:11][C:12]([O-:14])=[O:13])[CH2:7][CH2:6]2)[CH2:4][CH2:3]1.[CH2:17]([NH2:24])[C:18]1[CH:23]=[CH:22][CH:21]=[CH:20][CH:19]=1.[C:25]([BH3-])#N.[Na+]. Product: [CH2:17]([NH:24][CH:2]1[CH2:16][CH2:15][C:5]2([CH2:10][CH2:9][CH:8]([CH2:11][C:12]([O:14][CH3:25])=[O:13])[CH2:7][CH2:6]2)[CH2:4][CH2:3]1)[C:18]1[CH:23]=[CH:22][CH:21]=[CH:20][CH:19]=1. The catalyst class is: 5. (3) Reactant: [N:1]1[CH:6]=[CH:5][CH:4]=[CH:3][C:2]=1[CH2:7][N:8]1[C:16]2[C:11](=[CH:12][C:13]([OH:17])=[CH:14][CH:15]=2)[CH2:10][CH2:9]1.[Na].[CH2:19]([N:25]=[C:26]=[O:27])[CH2:20][CH2:21][CH2:22][CH2:23][CH3:24]. Product: [CH2:19]([NH:25][C:26](=[O:27])[O:17][C:13]1[CH:12]=[C:11]2[C:16](=[CH:15][CH:14]=1)[N:8]([CH2:7][C:2]1[CH:3]=[CH:4][CH:5]=[CH:6][N:1]=1)[CH2:9][CH2:10]2)[CH2:20][CH2:21][CH2:22][CH2:23][CH3:24]. The catalyst class is: 27. (4) Reactant: [CH3:1][C:2]1[CH:10]([CH:11]([NH:13][CH3:14])[CH3:12])[N:5]2[N:6]=[CH:7][CH:8]=[CH:9][CH:4]2[C:3]=1[C:15]([O:17][CH2:18][CH3:19])=[O:16].C(N(CC)CC)C.[S:27](Cl)([CH3:30])(=[O:29])=[O:28]. Product: [CH3:1][C:2]1[C:3]([C:15]([O:17][CH2:18][CH3:19])=[O:16])=[C:4]2[CH:9]=[CH:8][CH:7]=[N:6][N:5]2[C:10]=1[CH:11]([N:13]([CH3:14])[S:27]([CH3:30])(=[O:29])=[O:28])[CH3:12]. The catalyst class is: 91. (5) Reactant: C(Cl)CCl.[CH:5]1[CH:6]=[CH:7][C:8]2[N:13](O)N=[N:11][C:9]=2[CH:10]=1.C(C1C=CC(OC)=C(C=1)C(N[C:27]1[C:28]([C:32](O)=[O:33])=[N:29][NH:30][CH:31]=1)=O)(C)(C)C.C1(N)C(N)=CC=CC=1. Product: [NH2:13][C:8]1[CH:7]=[CH:6][CH:5]=[CH:10][C:9]=1[NH:11][C:32]([C:28]1[CH:27]=[CH:31][NH:30][N:29]=1)=[O:33]. The catalyst class is: 3. (6) Reactant: [CH3:1][C:2]1[C:15]2[C:6](=[C:7]3[C:12](=[CH:13][CH:14]=2)[C:11]([CH3:16])=[CH:10][CH:9]=[N:8]3)[N:5]=[CH:4][CH:3]=1.[Li][CH3:18]. Product: [CH3:18][C:9]1[CH:10]=[C:11]([CH3:16])[C:12]2[C:7](=[C:6]3[C:15](=[CH:14][CH:13]=2)[C:2]([CH3:1])=[CH:3][CH:4]=[N:5]3)[N:8]=1. The catalyst class is: 725. (7) Reactant: Br[C:2]1[S:3][CH:4]=[C:5]([Br:7])[CH:6]=1.[CH3:8][O:9][C:10]1[CH:15]=[CH:14][C:13](B(O)O)=[CH:12][CH:11]=1. Product: [Br:7][C:5]1[CH:6]=[C:2]([C:13]2[CH:14]=[CH:15][C:10]([O:9][CH3:8])=[CH:11][CH:12]=2)[S:3][CH:4]=1. The catalyst class is: 195. (8) Product: [CH3:2][N:3]([CH3:4])[C:34](=[O:35])[C:33]1[CH:38]=[CH:39][CH:40]=[C:31]([CH2:30][N:22]([C:18]2[CH:19]=[CH:20][CH:21]=[C:16]([O:9][C:10]3[CH:15]=[CH:14][CH:13]=[CH:12][CH:11]=3)[CH:17]=2)[CH2:23][CH:24]([OH:29])[C:25]([F:28])([F:27])[F:26])[CH:32]=1. Reactant: Cl.[CH3:2][NH:3][CH3:4].C[Al](C)C.[O:9]([C:16]1[CH:17]=[C:18]([N:22]([CH2:30][C:31]2[CH:32]=[C:33]([CH:38]=[CH:39][CH:40]=2)[C:34](OC)=[O:35])[CH2:23][CH:24]([OH:29])[C:25]([F:28])([F:27])[F:26])[CH:19]=[CH:20][CH:21]=1)[C:10]1[CH:15]=[CH:14][CH:13]=[CH:12][CH:11]=1.CN([Al]CCl)C. The catalyst class is: 133. (9) Reactant: Cl.[NH2:2][C:3]1[CH:8]=[CH:7][C:6]([OH:9])=[CH:5][N:4]=1.CC[N:12]([CH2:15][CH3:16])[CH2:13][CH3:14].CN1C(C)=[C:21]([C:24](O)=[O:25])[C:20](=[O:27])[N:19]1[C:28]1C=CC=CC=1.[CH:34]1[CH:39]=NC2N(O)N=N[C:36]=2[CH:35]=1.CCN=C=NCCCN(C)C.Cl. Product: [OH:9][C:6]1[CH:7]=[CH:8][C:3]([NH:2][C:24]([C:21]2[C:20](=[O:27])[N:19]([CH3:28])[N:12]([C:13]3[CH:14]=[CH:36][CH:35]=[CH:34][CH:39]=3)[C:15]=2[CH3:16])=[O:25])=[N:4][CH:5]=1. The catalyst class is: 18.